This data is from Reaction yield outcomes from USPTO patents with 853,638 reactions. The task is: Predict the reaction yield, written as a fraction of the theoretical maximum amount of product (1.0 means a 100% yield; for example, 0.34 means a 34% yield). (1) The reactants are [CH2:1]([O:8][C:9]1[C:13](/[CH:14]=[CH:15]/[C:16]([O:18][CH2:19][CH3:20])=[O:17])=[CH:12][N:11]([C:21]2[CH:26]=[CH:25][CH:24]=[CH:23][CH:22]=2)[N:10]=1)[C:2]1[CH:7]=[CH:6][CH:5]=[CH:4][CH:3]=1. The catalyst is [C].[Pd].O1CCCC1. The product is [CH2:1]([O:8][C:9]1[C:13]([CH2:14][CH2:15][C:16]([O:18][CH2:19][CH3:20])=[O:17])=[CH:12][N:11]([C:21]2[CH:22]=[CH:23][CH:24]=[CH:25][CH:26]=2)[N:10]=1)[C:2]1[CH:3]=[CH:4][CH:5]=[CH:6][CH:7]=1. The yield is 0.890. (2) The reactants are Cl[C:2]1[C:3]2[C:10](=[CH:11][C:12]3[NH:13][CH:14]=[N:15][C:16]=3[CH3:17])[C:9](=[O:18])[NH:8][C:4]=2[N:5]=[CH:6][N:7]=1.[CH3:19][N:20]1[CH2:25][CH2:24][NH:23][CH2:22][CH2:21]1. No catalyst specified. The product is [CH3:17][C:16]1[N:15]=[CH:14][NH:13][C:12]=1[CH:11]=[C:10]1[C:3]2[C:2]([N:23]3[CH2:24][CH2:25][N:20]([CH3:19])[CH2:21][CH2:22]3)=[N:7][CH:6]=[N:5][C:4]=2[NH:8][C:9]1=[O:18]. The yield is 0.490. (3) The reactants are [Cl:1][S:2]([OH:5])(=O)=[O:3].[S:6]1[C:11]2[CH:12]=[CH:13][CH:14]=[CH:15][C:10]=2[NH:9][C:8](=[O:16])[CH2:7]1. No catalyst specified. The product is [O:16]=[C:8]1[NH:9][C:10]2[CH:15]=[C:14]([S:2]([Cl:1])(=[O:5])=[O:3])[CH:13]=[CH:12][C:11]=2[S:6][CH2:7]1. The yield is 0.750. (4) The reactants are [CH3:1][N:2]1[CH2:6][CH2:5][CH2:4][C@H:3]1[C:7]1[CH:8]=[C:9]([OH:13])[CH:10]=[N:11][CH:12]=1.Br[CH2:15][CH2:16][NH:17][C:18](=[O:24])[O:19][C:20]([CH3:23])([CH3:22])[CH3:21].C(=O)([O-])[O-].[K+].[K+]. The catalyst is CN(C=O)C. The product is [CH3:1][N:2]1[CH2:6][CH2:5][CH2:4][C@H:3]1[C:7]1[CH:8]=[C:9]([O:13][CH2:15][CH2:16][NH:17][C:18](=[O:24])[O:19][C:20]([CH3:23])([CH3:22])[CH3:21])[CH:10]=[N:11][CH:12]=1. The yield is 0.340.